This data is from Reaction yield outcomes from USPTO patents with 853,638 reactions. The task is: Predict the reaction yield, written as a fraction of the theoretical maximum amount of product (1.0 means a 100% yield; for example, 0.34 means a 34% yield). (1) The reactants are [NH2:1][C:2]1[CH:3]=[C:4]([CH:9]=[CH:10][C:11]=1[O:12][CH2:13][C:14]1[CH:19]=[CH:18][CH:17]=[CH:16][CH:15]=1)[C:5]([O:7][CH3:8])=[O:6].Cl.[N:21]1([C:27]2([C:30](O)=[O:31])[CH2:29][CH2:28]2)[CH2:26][CH2:25][O:24][CH2:23][CH2:22]1.F[P-](F)(F)(F)(F)F.N1(O[P+](N2CCCC2)(N2CCCC2)N2CCCC2)C2C=CC=CC=2N=N1.C(N(C(C)C)CC)(C)C. The catalyst is CN(C=O)C. The product is [CH2:13]([O:12][C:11]1[CH:10]=[CH:9][C:4]([C:5]([O:7][CH3:8])=[O:6])=[CH:3][C:2]=1[NH:1][C:30]([C:27]1([N:21]2[CH2:26][CH2:25][O:24][CH2:23][CH2:22]2)[CH2:29][CH2:28]1)=[O:31])[C:14]1[CH:19]=[CH:18][CH:17]=[CH:16][CH:15]=1. The yield is 1.00. (2) The product is [CH3:5][O:6][C:7]([C:9]1[CH:10]=[C:11]2[C:16](=[CH:17][CH:18]=1)[N:15]=[N:14][CH:13]=[C:12]2[Cl:3])=[O:8]. The yield is 0.829. The reactants are S(Cl)([Cl:3])=O.[CH3:5][O:6][C:7]([C:9]1[CH:10]=[C:11]2[C:16](=[CH:17][CH:18]=1)[NH:15][N:14]=[CH:13][C:12]2=O)=[O:8]. The catalyst is CN(C)C=O.C1(C)C=CC=CC=1.